Dataset: Catalyst prediction with 721,799 reactions and 888 catalyst types from USPTO. Task: Predict which catalyst facilitates the given reaction. Reactant: C[O:2][CH2:3][CH2:4]O[AlH2-]OCCOC.[Na+].N1CCCC1.CC(C)([O-])C.[K+].[NH2:24][C:25]1[C:30]([C:31](OCC)=[O:32])=[C:29]([C:36]2[CH:41]=[CH:40][C:39]([F:42])=[CH:38][CH:37]=2)[C:28]([C:43]([O:45]C)=O)=[C:27]([CH:47]([CH3:49])[CH3:48])[N:26]=1. Product: [NH2:24][C:25]1[C:30]([CH:31]=[O:32])=[C:29]([C:36]2[CH:37]=[CH:38][C:39]([F:42])=[CH:40][CH:41]=2)[C:28]([C:43]([O:2][CH2:3][CH3:4])=[O:45])=[C:27]([CH:47]([CH3:48])[CH3:49])[N:26]=1. The catalyst class is: 680.